From a dataset of CYP2C9 substrate classification data from Carbon-Mangels et al.. Regression/Classification. Given a drug SMILES string, predict its absorption, distribution, metabolism, or excretion properties. Task type varies by dataset: regression for continuous measurements (e.g., permeability, clearance, half-life) or binary classification for categorical outcomes (e.g., BBB penetration, CYP inhibition). Dataset: cyp2c9_substrate_carbonmangels. (1) The molecule is CC(C)(C)NC[C@@H](O)c1ccc(O)c(CO)c1. The result is 0 (non-substrate). (2) The molecule is COc1cc(N)c(Cl)cc1C(=O)N[C@H]1CCN(CCCOc2ccc(F)cc2)C[C@H]1OC. The result is 1 (substrate). (3) The drug is COC(=O)C1=C(C)NC(C)=C(C(=O)O[C@H]2CCN(Cc3ccccc3)C2)[C@H]1c1cccc([N+](=O)[O-])c1. The result is 0 (non-substrate). (4) The molecule is CCC(=O)N(c1ccccc1)C1(COC)CCN(CCc2cccs2)CC1. The result is 0 (non-substrate). (5) The molecule is CCOP(=S)(OCC)Oc1ccc([N+](=O)[O-])cc1. The result is 0 (non-substrate).